Regression/Classification. Given a drug SMILES string, predict its toxicity properties. Task type varies by dataset: regression for continuous values (e.g., LD50, hERG inhibition percentage) or binary classification for toxic/non-toxic outcomes (e.g., AMES mutagenicity, cardiotoxicity, hepatotoxicity). Dataset: ld50_zhu. From a dataset of Acute oral toxicity (LD50) regression data from Zhu et al.. (1) The compound is C#CCc1cc(COC(=O)C2C(C=C(C)C)C2(C)C)c(C)o1. The rat oral LD50 is 1.33, given as -log10 of the dose in mol/kg body weight (higher means more acutely toxic). (2) The compound is CCCCC(C)(C)O[Si](OC(C)(C)CCCC)(OC(C)(C)CCCC)OC(C)(C)CCCC. The rat oral LD50 is 0.909, given as -log10 of the dose in mol/kg body weight (higher means more acutely toxic). (3) The compound is Cc1ccc(C=O)cc1. The rat oral LD50 is 1.88, given as -log10 of the dose in mol/kg body weight (higher means more acutely toxic). (4) The molecule is C=CCc1ccc(OC(C)=O)c(OC)c1. The rat oral LD50 is 2.09, given as -log10 of the dose in mol/kg body weight (higher means more acutely toxic). (5) The rat oral LD50 is 2.66, given as -log10 of the dose in mol/kg body weight (higher means more acutely toxic). The molecule is CS(=O)(=O)c1ccc2c(c1)N(CCCN1CCC(C(N)=O)CC1)c1ccccc1S2. (6) The drug is CC(Br)CBr. The rat oral LD50 is 2.28, given as -log10 of the dose in mol/kg body weight (higher means more acutely toxic). (7) The molecule is CCOP(=S)(CC)Sc1ccccc1C. The rat oral LD50 is 3.78, given as -log10 of the dose in mol/kg body weight (higher means more acutely toxic). (8) The drug is COP(=S)(OC)Oc1ccc(Cl)c([N+](=O)[O-])c1. The rat oral LD50 is 2.77, given as -log10 of the dose in mol/kg body weight (higher means more acutely toxic). (9) The drug is O=C(O)C(F)(F)F. The rat oral LD50 is 2.76, given as -log10 of the dose in mol/kg body weight (higher means more acutely toxic).